Dataset: Full USPTO retrosynthesis dataset with 1.9M reactions from patents (1976-2016). Task: Predict the reactants needed to synthesize the given product. (1) Given the product [C:20]1([CH:14]([C:15]2[NH:16][CH:17]=[CH:18][CH:19]=2)[CH2:13][NH:12][C:10]2[C:9]3[C:4](=[CH:5][CH:6]=[CH:7][CH:8]=3)[N:3]=[C:2]([C:34]3[CH:33]=[CH:32][C:31]([NH:30][S:27]([CH3:26])(=[O:28])=[O:29])=[CH:36][CH:35]=3)[N:11]=2)[CH:25]=[CH:24][CH:23]=[CH:22][CH:21]=1, predict the reactants needed to synthesize it. The reactants are: Cl[C:2]1[N:11]=[C:10]([NH:12][CH2:13][CH:14]([C:20]2[CH:25]=[CH:24][CH:23]=[CH:22][CH:21]=2)[C:15]2[NH:16][CH:17]=[CH:18][CH:19]=2)[C:9]2[C:4](=[CH:5][CH:6]=[CH:7][CH:8]=2)[N:3]=1.[CH3:26][S:27]([NH:30][C:31]1[CH:36]=[CH:35][C:34](B(O)O)=[CH:33][CH:32]=1)(=[O:29])=[O:28].CN(C)C1C=CC(C2N=C(NCC(C3C=CC=CC=3)C3NC=CC=3)C3C(=CC=CC=3)N=2)=CC=1. (2) The reactants are: [C:1]([C:4]1[CH:11]=[CH:10][C:7]([C:8]#[N:9])=[CH:6][CH:5]=1)(=[O:3])[CH3:2].CC[O-].[Na+].[C:16](OCC)(=[O:22])[C:17]([O:19][CH2:20][CH3:21])=[O:18]. Given the product [C:8]([C:7]1[CH:10]=[CH:11][C:4]([C:1](=[O:3])[CH2:2][C:16](=[O:22])[C:17]([O:19][CH2:20][CH3:21])=[O:18])=[CH:5][CH:6]=1)#[N:9], predict the reactants needed to synthesize it. (3) Given the product [CH2:1]([N:8]1[C:9](=[O:18])[C:10]2[CH:15]=[CH:14][N+:13]([O-:16])=[CH:12][C:11]=2[O:21][CH2:20][CH2:19]1)[C:2]1[CH:7]=[CH:6][CH:5]=[CH:4][CH:3]=1, predict the reactants needed to synthesize it. The reactants are: [CH2:1]([N:8]([CH2:19][CH2:20][OH:21])[C:9](=[O:18])[C:10]1[CH:15]=[CH:14][N+:13]([O-:16])=[CH:12][C:11]=1F)[C:2]1[CH:7]=[CH:6][CH:5]=[CH:4][CH:3]=1.[H-].[Na+].O.